Dataset: Full USPTO retrosynthesis dataset with 1.9M reactions from patents (1976-2016). Task: Predict the reactants needed to synthesize the given product. (1) Given the product [O:26]1[CH2:27][CH2:28][CH2:29][CH2:30][CH:25]1[N:23]1[CH:24]=[C:20]([B:10]2[O:11][C:12]([CH3:17])([CH3:18])[C:13]([CH3:15])([CH3:16])[O:14]2)[CH:21]=[N:22]1, predict the reactants needed to synthesize it. The reactants are: [B:10]1([B:10]2[O:14][C:13]([CH3:16])([CH3:15])[C:12]([CH3:18])([CH3:17])[O:11]2)[O:14][C:13]([CH3:16])([CH3:15])[C:12]([CH3:18])([CH3:17])[O:11]1.Br[C:20]1[CH:21]=[N:22][N:23]([CH:25]2[CH2:30][CH2:29][CH2:28][CH2:27][O:26]2)[CH:24]=1.C([O-])(=O)C.[K+].C(Cl)Cl. (2) Given the product [CH2:21]([O:20][C:14]1[CH:13]=[C:12]([CH2:11][C@H:6]([NH:5][C:3](=[O:4])[C@@H:2]([NH:1][C:37](=[O:38])[CH2:36][N:33]2[CH2:34][CH2:35][O:30][CH2:31][CH2:32]2)[CH2:28][OH:29])[C:7]([O:9][CH3:10])=[O:8])[CH:17]=[CH:16][C:15]=1[O:18][CH3:19])[C:22]1[CH:23]=[CH:24][CH:25]=[CH:26][CH:27]=1, predict the reactants needed to synthesize it. The reactants are: [NH2:1][C@@H:2]([CH2:28][OH:29])[C:3]([NH:5][C@@H:6]([CH2:11][C:12]1[CH:17]=[CH:16][C:15]([O:18][CH3:19])=[C:14]([O:20][CH2:21][C:22]2[CH:27]=[CH:26][CH:25]=[CH:24][CH:23]=2)[CH:13]=1)[C:7]([O:9][CH3:10])=[O:8])=[O:4].[O:30]1[CH2:35][CH2:34][N:33]([CH2:36][C:37](O)=[O:38])[CH2:32][CH2:31]1.CN(C(ON1N=NC2C=CC=NC1=2)=[N+](C)C)C.F[P-](F)(F)(F)(F)F.CCN(C(C)C)C(C)C. (3) The reactants are: [CH:1]1[CH:2]=[CH:3][C:4]2[N:15]([C:16]([NH2:18])=[O:17])[C:14]3[CH:13]=[CH:12][CH:11]=[CH:10][C:9]=3[CH:8]=[CH:7][C:5]=2[CH:6]=1.[C:19]([OH:22])(=[O:21])[CH3:20]. Given the product [CH:11]1[CH:12]=[CH:13][C:14]2[N:15]([C:16]([NH2:18])=[O:17])[C:4]3[CH:3]=[CH:2][CH:1]=[CH:6][C:5]=3[CH:7]=[CH:8][C:9]=2[CH:10]=1.[C:19]([OH:22])(=[O:21])[CH3:20], predict the reactants needed to synthesize it. (4) Given the product [CH2:17]([O:24][C:25]([N:27]1[CH2:32][CH2:31][C:30]([C:2]2[CH:7]=[CH:6][C:5]([O:8][CH3:9])=[CH:4][C:3]=2[O:10][CH3:11])([OH:33])[CH2:29][CH2:28]1)=[O:26])[C:18]1[CH:23]=[CH:22][CH:21]=[CH:20][CH:19]=1, predict the reactants needed to synthesize it. The reactants are: Br[C:2]1[CH:7]=[CH:6][C:5]([O:8][CH3:9])=[CH:4][C:3]=1[O:10][CH3:11].[Li]CCCC.[CH2:17]([O:24][C:25]([N:27]1[CH2:32][CH2:31][C:30](=[O:33])[CH2:29][CH2:28]1)=[O:26])[C:18]1[CH:23]=[CH:22][CH:21]=[CH:20][CH:19]=1.O. (5) The reactants are: [N+](/[CH:4]=[CH:5]/[C:6]1[CH:11]=[CH:10][CH:9]=[CH:8][CH:7]=1)([O-])=O.BrBr.N12CCCN=C1CCCCC2.[OH:25][C:26]1[C:27](=[O:37])[C:28]2[C:33]([C:34](=[O:36])[CH:35]=1)=[CH:32][CH:31]=[CH:30][CH:29]=2. Given the product [C:6]1([C:5]2[C:35]3[C:34](=[O:36])[C:33]4[C:28](=[CH:29][CH:30]=[CH:31][CH:32]=4)[C:27](=[O:37])[C:26]=3[O:25][CH:4]=2)[CH:11]=[CH:10][CH:9]=[CH:8][CH:7]=1, predict the reactants needed to synthesize it. (6) Given the product [Cl:1][C:2]1[CH:3]=[C:4]([CH:17]=[CH:18][CH:19]=1)[CH2:5][C:6]1[NH:7][C:8](=[O:16])[C:9]([C:14]#[N:15])=[C:10]([N:20]2[CH2:25][CH2:24][O:23][CH2:22][CH2:21]2)[N:11]=1, predict the reactants needed to synthesize it. The reactants are: [Cl:1][C:2]1[CH:3]=[C:4]([CH:17]=[CH:18][CH:19]=1)[CH2:5][C:6]1[NH:7][C:8](=[O:16])[C:9]([C:14]#[N:15])=[C:10](SC)[N:11]=1.[NH:20]1[CH2:25][CH2:24][O:23][CH2:22][CH2:21]1. (7) Given the product [CH2:19]([O:21][Si:22]([O:26][CH2:27][CH3:28])([O:23][CH2:24][CH3:25])[C:2]1[CH:7]=[CH:6][C:5]([I:8])=[CH:4][CH:3]=1)[CH3:20], predict the reactants needed to synthesize it. The reactants are: I[C:2]1[CH:7]=[CH:6][C:5]([I:8])=[CH:4][CH:3]=1.O1CCCC1.C([Mg]Cl)(C)C.[CH2:19]([O:21][Si:22](OCC)([O:26][CH2:27][CH3:28])[O:23][CH2:24][CH3:25])[CH3:20].